Predict the reaction yield, written as a fraction of the theoretical maximum amount of product (1.0 means a 100% yield; for example, 0.34 means a 34% yield). From a dataset of Reaction yield outcomes from USPTO patents with 853,638 reactions. (1) The reactants are [F:1][C:2]1[CH:15]=[CH:14][C:5]([CH2:6][C:7]2[S:11][C:10]([CH:12]=O)=[CH:9][CH:8]=2)=[CH:4][CH:3]=1.[NH3:16].CO. The catalyst is [Ni]. The product is [F:1][C:2]1[CH:15]=[CH:14][C:5]([CH2:6][C:7]2[S:11][C:10]([CH2:12][NH2:16])=[CH:9][CH:8]=2)=[CH:4][CH:3]=1. The yield is 0.151. (2) The reactants are [CH3:1][N:2](C=O)C.FC(F)(S(O[C:22]1[CH:23]=[C:24]2[C:28](=[CH:29][CH:30]=1)[C:27](=[O:31])[NH:26][CH:25]2[CH2:32][C:33]1[CH:38]=[CH:37][CH:36]=[CH:35][CH:34]=1)(=O)=O)C(F)(F)C(F)(F)C(F)(F)F. The catalyst is C(OCC)(=O)C.C1C=CC(/C=C/C(/C=C/C2C=CC=CC=2)=O)=CC=1.C1C=CC(/C=C/C(/C=C/C2C=CC=CC=2)=O)=CC=1.C1C=CC(/C=C/C(/C=C/C2C=CC=CC=2)=O)=CC=1.[Pd].[Pd].C1(P(C2C=CC=CC=2)[C-]2C=CC=C2)C=CC=CC=1.[C-]1(P(C2C=CC=CC=2)C2C=CC=CC=2)C=CC=C1.[Fe+2].[Zn].[C-]#N.[Zn+2].[C-]#N. The product is [CH2:32]([CH:25]1[C:24]2[C:28](=[CH:29][CH:30]=[C:22]([C:1]#[N:2])[CH:23]=2)[C:27](=[O:31])[NH:26]1)[C:33]1[CH:34]=[CH:35][CH:36]=[CH:37][CH:38]=1. The yield is 0.430. (3) The reactants are [O:1]1[CH:6]=[CH:5][CH2:4][CH2:3][CH2:2]1.O.C1(C)C=CC(S(O)(=O)=O)=CC=1.[Br:19][C:20]1[C:28]2[C:23](=[CH:24][CH:25]=[CH:26][CH:27]=2)[NH:22][N:21]=1. The catalyst is C(OCC)(=O)C. The product is [Br:19][C:20]1[C:28]2[C:23](=[CH:24][CH:25]=[CH:26][CH:27]=2)[N:22]([CH:6]2[CH2:5][CH2:4][CH2:3][CH2:2][O:1]2)[N:21]=1. The yield is 0.980. (4) The reactants are O=C1[NH:7][C:6]([C:8]2[CH:13]=[CH:12][C:11]([C:14]([F:17])([F:16])[F:15])=[CH:10][CH:9]=2)=[CH:5][N:4]2[C:18]([C:21]#[N:22])=[CH:19][CH:20]=[C:3]12.Cl.[NH2:24][OH:25].C(N(CC)C(C)C)(C)C.[CH3:35][OH:36]. The catalyst is C(Cl)Cl.CN(C)C=O. The product is [OH:25][NH:24][C:21]([C:18]1[N:4]2[CH:5]=[C:6]([C:8]3[CH:9]=[CH:10][C:11]([C:14]([F:17])([F:15])[F:16])=[CH:12][CH:13]=3)[NH:7][C:35](=[O:36])[C:3]2=[CH:20][CH:19]=1)=[NH:22]. The yield is 0.700. (5) The reactants are F[C:2]1[CH:9]=[CH:8][CH:7]=[C:6]([C:10]([F:13])([F:12])[F:11])[C:3]=1[C:4]#[N:5].COC1C=CC(CN)=CC=1. The catalyst is O1CCOCC1. The product is [F:11][C:10]([F:12])([F:13])[C:6]1[C:3]([C:4]#[N:5])=[CH:2][CH:9]=[CH:8][CH:7]=1. The yield is 0.940. (6) The reactants are Cl[C:2]1[CH:3]=[C:4]2[C:8](=[CH:9][C:10]=1[N+:11]([O-:13])=[O:12])[C:7](=[O:14])[NH:6][C:5]2=[O:15].[NH2:16]C(N)=O. The catalyst is O. The product is [NH2:16][C:2]1[CH:3]=[C:4]2[C:8](=[CH:9][C:10]=1[N+:11]([O-:13])=[O:12])[C:7](=[O:14])[NH:6][C:5]2=[O:15]. The yield is 0.925. (7) The reactants are [CH3:1][O:2][C:3]1[CH:4]=[C:5]([OH:9])[CH:6]=[CH:7][CH:8]=1.C([O-])([O-])=O.[Cs+].[Cs+].Br[CH2:17][C:18]([O:20][CH3:21])=[O:19]. The yield is 0.900. The catalyst is CN(C=O)C. The product is [CH3:1][O:2][C:3]1[CH:4]=[C:5]([CH:6]=[CH:7][CH:8]=1)[O:9][CH2:17][C:18]([O:20][CH3:21])=[O:19]. (8) The reactants are [NH2:1][C:2]1[C:13]([Br:14])=[CH:12][C:5]2[C:6]([C:9](O)=[O:10])=[CH:7][O:8][C:4]=2[CH:3]=1.C[CH2:16][N:17]=C=NCCCN(C)C.C1C=CC2N(O)N=NC=2C=1.CCN(CC)CC.CN.Cl. The catalyst is CN(C=O)C. The product is [NH2:1][C:2]1[C:13]([Br:14])=[CH:12][C:5]2[C:6]([C:9]([NH:17][CH3:16])=[O:10])=[CH:7][O:8][C:4]=2[CH:3]=1. The yield is 0.710. (9) The reactants are [NH:1]1[C:9]2[C:4](=[CH:5][CH:6]=[CH:7][C:8]=2[C:10]([NH2:12])=[O:11])[CH2:3][CH2:2]1.C1N=CN([C:18](N2C=NC=C2)=[O:19])C=1.S([O-])(O)(=O)=O.[K+]. The catalyst is O1CCCC1. The product is [C:10]1(=[O:11])[C:8]2[C:9]3=[C:4]([CH2:3][CH2:2][N:1]3[C:18](=[O:19])[NH:12]1)[CH:5]=[CH:6][CH:7]=2. The yield is 0.700. (10) The catalyst is CN(C=O)C. The yield is 0.590. The reactants are [CH2:1]([N:3]([CH2:36][CH3:37])[CH2:4][CH2:5][CH2:6][NH:7][C:8]1[N:9]=[C:10]([C:27]2[CH:35]=[CH:34][C:30]([C:31](O)=[O:32])=[CH:29][CH:28]=2)[C:11]2[CH:17]=[CH:16][C:15](=[O:18])[N:14]([C:19]3[C:24]([F:25])=[CH:23][CH:22]=[CH:21][C:20]=3[F:26])[C:12]=2[N:13]=1)[CH3:2].CN(C(O[N:53]1N=[N:53][C:48]2[CH:49]=[CH:50][CH:50]=[CH:49][C:48]1=2)=[N+](C)C)C.F[P-](F)(F)(F)(F)F.C(N(CC)CC)C.C1(N)CC1. The product is [CH:48]1([NH:53][C:31](=[O:32])[C:30]2[CH:34]=[CH:35][C:27]([C:10]3[C:11]4[CH:17]=[CH:16][C:15](=[O:18])[N:14]([C:19]5[C:20]([F:26])=[CH:21][CH:22]=[CH:23][C:24]=5[F:25])[C:12]=4[N:13]=[C:8]([NH:7][CH2:6][CH2:5][CH2:4][N:3]([CH2:36][CH3:37])[CH2:1][CH3:2])[N:9]=3)=[CH:28][CH:29]=2)[CH2:50][CH2:49]1.